The task is: Predict the product of the given reaction.. This data is from Forward reaction prediction with 1.9M reactions from USPTO patents (1976-2016). (1) Given the reactants [N:1]1[N:5]2[C:6]([CH:10]3[CH2:15][CH2:14][CH:13]([CH:16]([NH2:18])[CH3:17])[CH2:12][CH2:11]3)=[CH:7][CH:8]=[N:9][C:4]2=[CH:3][CH:2]=1.[Cl:19][C:20]1[CH:28]=[CH:27][C:23]([C:24](O)=[O:25])=[CH:22][CH:21]=1.Cl.CN(C)CCCN=C=NCC.OC1C2N=NNC=2C=CC=1.CCN(C(C)C)C(C)C, predict the reaction product. The product is: [Cl:19][C:20]1[CH:28]=[CH:27][C:23]([C:24]([NH:18][CH:16]([C@H:13]2[CH2:12][CH2:11][C@H:10]([C:6]3[N:5]4[N:1]=[CH:2][CH:3]=[C:4]4[N:9]=[CH:8][CH:7]=3)[CH2:15][CH2:14]2)[CH3:17])=[O:25])=[CH:22][CH:21]=1. (2) Given the reactants [Br:1][C:2]1[C:3]([N:12]2[CH2:17][CH2:16][N:15]([CH2:18][C:19]3[CH:24]=[CH:23][C:22]([Cl:25])=[CH:21][CH:20]=3)[CH2:14][CH2:13]2)=[C:4]([N+:9]([O-])=O)[C:5]([NH2:8])=[N:6][CH:7]=1.CCO.[CH3:29][O:30][C:31]1[CH:38]=[CH:37][C:34]([CH:35]=O)=[CH:33][CH:32]=1.[O-]S(S([O-])=O)=O.[Na+].[Na+], predict the reaction product. The product is: [Br:1][C:2]1[C:3]([N:12]2[CH2:17][CH2:16][N:15]([CH2:18][C:19]3[CH:24]=[CH:23][C:22]([Cl:25])=[CH:21][CH:20]=3)[CH2:14][CH2:13]2)=[C:4]2[N:9]=[C:35]([C:34]3[CH:37]=[CH:38][C:31]([O:30][CH3:29])=[CH:32][CH:33]=3)[NH:8][C:5]2=[N:6][CH:7]=1.